From a dataset of Forward reaction prediction with 1.9M reactions from USPTO patents (1976-2016). Predict the product of the given reaction. (1) Given the reactants Br[C:2]1[CH:9]=[C:8]([F:10])[CH:7]=[C:6]([N:11]2[CH2:22][CH2:21][N:20]3[C:13](=[CH:14][C:15]4[CH2:16][C:17]([CH3:24])([CH3:23])[CH2:18][C:19]=43)[C:12]2=[O:25])[C:3]=1[CH:4]=[O:5].[CH3:26][N:27]1[CH:32]=[C:31](B2OC(C)(C)C(C)(C)O2)[CH:30]=[C:29]([NH:42][C:43]2[CH:48]=[CH:47][C:46]([N:49]3[CH2:54][CH2:53][N:52]([CH:55]4[CH2:58][O:57][CH2:56]4)[CH2:51][C@@H:50]3[CH3:59])=[CH:45][N:44]=2)[C:28]1=[O:60].C([O-])(=O)C.[K+].[O-]P([O-])([O-])=O.[K+].[K+].[K+], predict the reaction product. The product is: [CH3:23][C:17]1([CH3:24])[CH2:16][C:15]2[CH:14]=[C:13]3[N:20]([CH2:21][CH2:22][N:11]([C:6]4[CH:7]=[C:8]([F:10])[CH:9]=[C:2]([C:31]5[CH:30]=[C:29]([NH:42][C:43]6[CH:48]=[CH:47][C:46]([N:49]7[CH2:54][CH2:53][N:52]([CH:55]8[CH2:56][O:57][CH2:58]8)[CH2:51][C@@H:50]7[CH3:59])=[CH:45][N:44]=6)[C:28](=[O:60])[N:27]([CH3:26])[CH:32]=5)[C:3]=4[CH:4]=[O:5])[C:12]3=[O:25])[C:19]=2[CH2:18]1. (2) Given the reactants [F:1][C:2]1[CH:7]=[C:6]([C:8]([F:11])([F:10])[F:9])[CH:5]=[CH:4][C:3]=1[C:12]1[N:20]=[CH:19][N:18]=[C:17]2[C:13]=1[N:14]=[CH:15][N:16]2[C:21]1[CH:26]=[CH:25][C:24]([O:27]C)=[CH:23][CH:22]=1.B(Br)(Br)Br.CO.O, predict the reaction product. The product is: [F:1][C:2]1[CH:7]=[C:6]([C:8]([F:9])([F:10])[F:11])[CH:5]=[CH:4][C:3]=1[C:12]1[N:20]=[CH:19][N:18]=[C:17]2[C:13]=1[N:14]=[CH:15][N:16]2[C:21]1[CH:26]=[CH:25][C:24]([OH:27])=[CH:23][CH:22]=1. (3) Given the reactants [CH3:1][C@@:2]12[C:22]([CH3:24])([CH3:23])[C@@H:5]([C:6]3[C:7](=[O:21])[N:8]([C:11]4[CH:16]=[CH:15][CH:14]=[CH:13][C:12]=4[C:17]([F:20])([F:19])[F:18])[NH:9][C:10]=31)[CH2:4][CH2:3]2.I[CH3:26].O, predict the reaction product. The product is: [CH3:26][N:9]1[C:10]2[C@@:2]3([CH3:1])[C:22]([CH3:24])([CH3:23])[C@H:5]([CH2:4][CH2:3]3)[C:6]=2[C:7](=[O:21])[N:8]1[C:11]1[CH:16]=[CH:15][CH:14]=[CH:13][C:12]=1[C:17]([F:18])([F:19])[F:20]. (4) Given the reactants [CH2:1]([C:3]1[CH:8]=[CH:7][C:6]([OH:9])=[CH:5][C:4]=1[O:10][CH2:11][O:12][CH3:13])[CH3:2].Br[C:15]([CH3:22])([CH3:21])[C:16]([O:18][CH2:19][CH3:20])=[O:17].C(=O)([O-])[O-].[K+].[K+].[Cl-].[NH4+], predict the reaction product. The product is: [CH2:1]([C:3]1[CH:8]=[CH:7][C:6]([O:9][C:15]([CH3:22])([CH3:21])[C:16]([O:18][CH2:19][CH3:20])=[O:17])=[CH:5][C:4]=1[O:10][CH2:11][O:12][CH3:13])[CH3:2]. (5) Given the reactants C([O:3][C:4](=O)[C:5]1[CH:10]=[CH:9][C:8]([N:11]2[C:15]([NH:16][C:17]([NH:19][C:20]3[C:29]4[C:24](=[CH:25][CH:26]=[CH:27][CH:28]=4)[CH:23]=[CH:22][CH:21]=3)=[O:18])=[CH:14][C:13]([C:30](C)([CH3:32])[CH3:31])=[N:12]2)=[CH:7][CH:6]=1)C.[H-].[H-].[H-].[H-].[Li+].[Al+3], predict the reaction product. The product is: [OH:3][CH2:4][C:5]1[CH:10]=[CH:9][C:8]([N:11]2[C:15]([NH:16][C:17]([NH:19][C:20]3[C:29]4[C:24](=[CH:25][CH:26]=[CH:27][CH:28]=4)[CH:23]=[CH:22][CH:21]=3)=[O:18])=[CH:14][C:13]([CH:30]([CH3:32])[CH3:31])=[N:12]2)=[CH:7][CH:6]=1.